Dataset: Catalyst prediction with 721,799 reactions and 888 catalyst types from USPTO. Task: Predict which catalyst facilitates the given reaction. (1) Product: [Cl:12][C:13]1[N:14]=[CH:15][N:16]=[C:17]([N:10]2[CH2:11][C:7]3[CH:6]=[N:5][N:4]([CH3:3])[C:8]=3[CH2:9]2)[C:18]=1[CH3:19]. Reactant: Cl.Cl.[CH3:3][N:4]1[C:8]2[CH2:9][NH:10][CH2:11][C:7]=2[CH:6]=[N:5]1.[Cl:12][C:13]1[C:18]([CH3:19])=[C:17](Cl)[N:16]=[CH:15][N:14]=1.C(N(CC)CC)C. The catalyst class is: 30. (2) Reactant: O.[OH-].[Li+].C([O:7][C@@H:8]([C:10]1[CH:14]=[N:13][N:12]([C:15]2[CH:20]=[CH:19][CH:18]=[C:17]([Cl:21])[CH:16]=2)[N:11]=1)[CH3:9])(=O)C. The catalyst class is: 20. Product: [Cl:21][C:17]1[CH:16]=[C:15]([N:12]2[N:11]=[C:10]([C@H:8]([OH:7])[CH3:9])[CH:14]=[N:13]2)[CH:20]=[CH:19][CH:18]=1. (3) Reactant: [Br:1][C:2]1[CH:3]=[CH:4][C:5]([Cl:31])=[C:6]([CH:30]=1)[O:7][C:8]1[CH:13]=[CH:12][C:11]([C:14]2[N:18]=[C:17]([C:19]3[N:20]=[N:21][N:22]([CH2:24][C:25]([O:27]CC)=[O:26])[N:23]=3)[O:16][N:15]=2)=[CH:10][CH:9]=1.[OH-].[Na+]. Product: [Br:1][C:2]1[CH:3]=[CH:4][C:5]([Cl:31])=[C:6]([CH:30]=1)[O:7][C:8]1[CH:9]=[CH:10][C:11]([C:14]2[N:18]=[C:17]([C:19]3[N:20]=[N:21][N:22]([CH2:24][C:25]([OH:27])=[O:26])[N:23]=3)[O:16][N:15]=2)=[CH:12][CH:13]=1. The catalyst class is: 36.